Dataset: Forward reaction prediction with 1.9M reactions from USPTO patents (1976-2016). Task: Predict the product of the given reaction. (1) Given the reactants [CH3:1][C:2]1[CH:23]=[C:22]([C:24](=[O:26])[CH3:25])[CH:21]=[CH:20][C:3]=1[O:4][CH2:5][C:6]1[C:11]([CH3:12])=[CH:10][CH:9]=[CH:8][C:7]=1[N:13]1[C:17](=[O:18])[N:16]([CH3:19])[N:15]=[N:14]1.CO.[BH4-].[Na+], predict the reaction product. The product is: [OH:26][CH:24]([C:22]1[CH:21]=[CH:20][C:3]([O:4][CH2:5][C:6]2[C:11]([CH3:12])=[CH:10][CH:9]=[CH:8][C:7]=2[N:13]2[C:17](=[O:18])[N:16]([CH3:19])[N:15]=[N:14]2)=[C:2]([CH3:1])[CH:23]=1)[CH3:25]. (2) Given the reactants [C-:1]#[N:2].[K+].[CH3:4][O:5][C:6]1[CH:7]=[C:8]2[C:13](=[CH:14][CH:15]=1)[CH2:12][N:11]([C:16]([O:18][C:19]([CH3:22])([CH3:21])[CH3:20])=[O:17])[CH2:10][CH:9]2[CH2:23]OS(C)(=O)=O.O, predict the reaction product. The product is: [C:1]([CH2:23][CH:9]1[C:8]2[C:13](=[CH:14][CH:15]=[C:6]([O:5][CH3:4])[CH:7]=2)[CH2:12][N:11]([C:16]([O:18][C:19]([CH3:21])([CH3:20])[CH3:22])=[O:17])[CH2:10]1)#[N:2]. (3) The product is: [CH3:13][C:10]1[CH:11]=[CH:12][C:7]2[N:8]([C:4]([CH2:3][S:27][C:25]3[S:26][C:22]([CH3:21])=[N:23][N:24]=3)=[C:5]([C:14]3[CH:19]=[CH:18][C:17]([CH3:20])=[CH:16][CH:15]=3)[N:6]=2)[CH:9]=1. Given the reactants Cl.Cl[CH2:3][C:4]1[N:8]2[CH:9]=[C:10]([CH3:13])[CH:11]=[CH:12][C:7]2=[N:6][C:5]=1[C:14]1[CH:19]=[CH:18][C:17]([CH3:20])=[CH:16][CH:15]=1.[CH3:21][C:22]1[S:26][C:25]([SH:27])=[N:24][N:23]=1, predict the reaction product.